This data is from Full USPTO retrosynthesis dataset with 1.9M reactions from patents (1976-2016). The task is: Predict the reactants needed to synthesize the given product. (1) Given the product [Cl:9][C:3]1[C:2]2[NH:1][C:10]([OH:11])=[N:8][C:7]=2[CH:6]=[CH:5][N:4]=1, predict the reactants needed to synthesize it. The reactants are: [NH2:1][C:2]1[C:3]([Cl:9])=[N:4][CH:5]=[CH:6][C:7]=1[NH2:8].[C:10](N1C=CN=C1)(N1C=CN=C1)=[O:11]. (2) Given the product [N:23]1([C:21]2[N:22]=[C:17]([N:16]3[C:10]4[CH:9]=[C:8]([C:6]5[CH:5]=[N:4][N:3]([CH2:1][CH3:2])[CH:7]=5)[N:13]=[CH:12][C:11]=4[CH:14]=[N:15]3)[CH:18]=[N:19][CH:20]=2)[CH2:29][CH2:28][CH2:27][NH:26][CH2:25][CH2:24]1, predict the reactants needed to synthesize it. The reactants are: [CH2:1]([N:3]1[CH:7]=[C:6]([C:8]2[N:13]=[CH:12][C:11]3[CH:14]=[N:15][N:16]([C:17]4[N:22]=[C:21]([N:23]5[CH2:29][CH2:28][CH2:27][N:26](C(OC(C)(C)C)=O)[CH2:25][CH2:24]5)[CH:20]=[N:19][CH:18]=4)[C:10]=3[CH:9]=2)[CH:5]=[N:4]1)[CH3:2].Cl. (3) Given the product [CH3:20][CH2:19][CH:21]([CH2:25][CH2:26][CH2:27][CH2:28][CH2:29][CH3:30])[C:22]([NH:1][CH:2]([CH3:3])[C:4]([OH:6])=[O:5])=[O:23], predict the reactants needed to synthesize it. The reactants are: [NH2:1][CH:2]([C:4]([OH:6])=[O:5])[CH3:3].C(N(CC)CC)C.C[Si](Cl)(C)C.[CH2:19]([CH:21]([CH2:25][CH2:26][CH2:27][CH2:28][CH2:29][CH3:30])[C:22](Cl)=[O:23])[CH3:20].